This data is from Catalyst prediction with 721,799 reactions and 888 catalyst types from USPTO. The task is: Predict which catalyst facilitates the given reaction. (1) Reactant: [Cl:1][C:2]1[CH:12]=[CH:11][C:10]([Cl:13])=[CH:9][C:3]=1[NH:4][CH2:5][C:6]([OH:8])=[O:7].[C:14](=O)([O-])[O-].[K+].[K+].CI. Product: [Cl:1][C:2]1[CH:12]=[CH:11][C:10]([Cl:13])=[CH:9][C:3]=1[N:4]([CH3:14])[CH2:5][C:6]([OH:8])=[O:7]. The catalyst class is: 3. (2) Reactant: C([O:4][C:5]1[CH:10]=[C:9]([O:11][CH3:12])[CH:8]=[CH:7][C:6]=1[O:13][CH2:14][CH:15]1[CH2:17][O:16]1)(=O)C.[OH-].[K+]. Product: [CH3:12][O:11][C:9]1[CH:8]=[CH:7][C:6]2[O:13][CH2:14][CH:15]([CH2:17][OH:16])[O:4][C:5]=2[CH:10]=1. The catalyst class is: 5. (3) Reactant: Br[C:2]1[N:6]([CH3:7])[CH:5]=[N:4][CH:3]=1.C([Mg]Br)C.CON(C)[C:15]([C:17]1[N:21]([CH3:22])[CH:20]=[N:19][CH:18]=1)=[O:16]. Product: [CH3:7][N:6]1[C:2]([C:15]([C:17]2[N:21]([CH3:22])[CH:20]=[N:19][CH:18]=2)=[O:16])=[CH:3][N:4]=[CH:5]1. The catalyst class is: 2. (4) Reactant: Cl.[CH2:2]([O:4][C:5]([N:7]1[C:15]([NH2:16])=[C:10]2[CH2:11][NH:12][CH2:13][CH2:14][C:9]2=[N:8]1)=[O:6])[CH3:3].C(N(CC)C(C)C)(C)C.[F:26][C:27]1[CH:28]=[C:29]([S:34](Cl)(=[O:36])=[O:35])[CH:30]=[C:31]([F:33])[CH:32]=1. Product: [CH2:2]([O:4][C:5]([N:7]1[C:15]([NH2:16])=[C:10]2[CH2:11][N:12]([S:34]([C:29]3[CH:28]=[C:27]([F:26])[CH:32]=[C:31]([F:33])[CH:30]=3)(=[O:36])=[O:35])[CH2:13][CH2:14][C:9]2=[N:8]1)=[O:6])[CH3:3]. The catalyst class is: 4. (5) Reactant: C([N:8]1[CH2:13][CH2:12][N:11]([N:14]2[CH2:19][CH2:18][CH2:17][CH2:16][C:15]2=[O:20])[CH2:10][CH2:9]1)C1C=CC=CC=1. Product: [N:11]1([N:14]2[CH2:19][CH2:18][CH2:17][CH2:16][C:15]2=[O:20])[CH2:10][CH2:9][NH:8][CH2:13][CH2:12]1. The catalyst class is: 105. (6) Reactant: C[O:2][C:3]1[CH:8]=[C:7]([C:9]2[CH:14]=[C:13]([CH3:15])[CH:12]=[CH:11][C:10]=2[N:16]2[CH:20]=[C:19]([C:21]([F:24])([F:23])[F:22])[N:18]=[N:17]2)[N:6]=[CH:5][N:4]=1.Br. Product: [CH3:15][C:13]1[CH:12]=[CH:11][C:10]([N:16]2[CH:20]=[C:19]([C:21]([F:24])([F:22])[F:23])[N:18]=[N:17]2)=[C:9]([C:7]2[N:6]=[CH:5][N:4]=[C:3]([OH:2])[CH:8]=2)[CH:14]=1. The catalyst class is: 52. (7) Reactant: Cl[C:2]1[CH:7]=[C:6]([C:8]([O:10][CH3:11])=[O:9])[C:5]([N+:12]([O-:14])=[O:13])=[CH:4][N:3]=1.[CH3:15][O-:16].[Na+]. Product: [CH3:15][O:16][C:2]1[CH:7]=[C:6]([C:8]([O:10][CH3:11])=[O:9])[C:5]([N+:12]([O-:14])=[O:13])=[CH:4][N:3]=1. The catalyst class is: 5. (8) Reactant: [O:1]=[C:2]1[C:7]2[N:8]([CH2:15][CH2:16][CH3:17])[C:9]3[CH:10]=[CH:11][CH:12]=[CH:13][C:14]=3[C:6]=2[N:5]=[C:4]([S:18][CH2:19][C:20](O)=[O:21])[N:3]1[C:23]1[CH:28]=[CH:27][CH:26]=[CH:25][CH:24]=1.CN(C(ON1N=NC2C=CC=NC1=2)=[N+](C)C)C.F[P-](F)(F)(F)(F)F.C(N(CC)CC)C.[CH:60]1([NH2:66])[CH2:65][CH2:64][CH2:63][CH2:62][CH2:61]1. Product: [CH:60]1([NH:66][C:20](=[O:21])[CH2:19][S:18][C:4]2[N:3]([C:23]3[CH:28]=[CH:27][CH:26]=[CH:25][CH:24]=3)[C:2](=[O:1])[C:7]3[N:8]([CH2:15][CH2:16][CH3:17])[C:9]4[CH:10]=[CH:11][CH:12]=[CH:13][C:14]=4[C:6]=3[N:5]=2)[CH2:65][CH2:64][CH2:63][CH2:62][CH2:61]1. The catalyst class is: 3. (9) Reactant: [CH3:1][O:2][C:3]1[CH:4]=[C:5]([CH:8]=[CH:9][C:10]=1[O:11][CH3:12])[CH:6]=O.CCOP(OCC)([CH2:18][C:19]#[N:20])=O.CC(C)([O-])C.[K+].O. Product: [CH3:1][O:2][C:3]1[CH:4]=[C:5](/[CH:6]=[CH:18]/[C:19]#[N:20])[CH:8]=[CH:9][C:10]=1[O:11][CH3:12]. The catalyst class is: 1.